This data is from Forward reaction prediction with 1.9M reactions from USPTO patents (1976-2016). The task is: Predict the product of the given reaction. (1) Given the reactants [Cl:1][C:2]1[CH:3]=[C:4]([CH:7]=[C:8](F)[CH:9]=1)[C:5]#[N:6].[CH3:11][O:12][C:13](=[O:24])[CH2:14][CH2:15][C:16]1[CH:21]=[CH:20][C:19]([OH:22])=[CH:18][C:17]=1[CH3:23].C(=O)([O-])[O-].[Cs+].[Cs+].CN(C)C=O, predict the reaction product. The product is: [CH3:11][O:12][C:13](=[O:24])[CH2:14][CH2:15][C:16]1[CH:21]=[CH:20][C:19]([O:22][C:8]2[CH:7]=[C:4]([C:5]#[N:6])[CH:3]=[C:2]([Cl:1])[CH:9]=2)=[CH:18][C:17]=1[CH3:23]. (2) Given the reactants [NH2:1][CH:2]1[CH2:7][CH2:6][N:5]([CH3:8])[CH2:4][CH2:3]1.CN(C(ON1N=NC2C=CC=NC1=2)=[N+](C)C)C.F[P-](F)(F)(F)(F)F.[N+:33]([C:36]1[C:41]2[O:42][CH2:43][O:44][C:40]=2[C:39]([C:45](O)=[O:46])=[CH:38][CH:37]=1)([O-:35])=[O:34].C(N(C(C)C)CC)(C)C, predict the reaction product. The product is: [CH3:8][N:5]1[CH2:6][CH2:7][CH:2]([NH:1][C:45]([C:39]2[C:40]3[O:44][CH2:43][O:42][C:41]=3[C:36]([N+:33]([O-:35])=[O:34])=[CH:37][CH:38]=2)=[O:46])[CH2:3][CH2:4]1. (3) The product is: [NH2:21][C@@H:10]([C@H:9]([O:8][CH2:1][C:2]1[CH:3]=[CH:4][CH:5]=[CH:6][CH:7]=1)[CH3:29])[C:11]([O:13][CH2:14][C:15]1[CH:20]=[CH:19][CH:18]=[CH:17][CH:16]=1)=[O:12]. Given the reactants [CH2:1]([O:8][C@H:9]([CH3:29])[C@H:10]([NH:21]C(OC(C)(C)C)=O)[C:11]([O:13][CH2:14][C:15]1[CH:20]=[CH:19][CH:18]=[CH:17][CH:16]=1)=[O:12])[C:2]1[CH:7]=[CH:6][CH:5]=[CH:4][CH:3]=1.Cl, predict the reaction product. (4) The product is: [Cl:22][C:17]1[CH:16]=[C:15]([C:13]2[N:14]=[C:10]([C:8]3[CH:7]=[CH:6][C:5]([C:31]4[CH:30]=[N:29][C:28]([O:27][CH2:25][CH3:26])=[N:33][CH:32]=4)=[C:4]([CH:9]=3)[C:3]([OH:2])=[O:24])[S:11][CH:12]=2)[CH:20]=[CH:19][C:18]=1[Cl:21]. Given the reactants C[O:2][C:3](=[O:24])[C:4]1[CH:9]=[C:8]([C:10]2[S:11][CH:12]=[C:13]([C:15]3[CH:20]=[CH:19][C:18]([Cl:21])=[C:17]([Cl:22])[CH:16]=3)[N:14]=2)[CH:7]=[CH:6][C:5]=1Br.[CH2:25]([O:27][C:28]1[N:33]=[CH:32][C:31](B(O)O)=[CH:30][N:29]=1)[CH3:26], predict the reaction product. (5) Given the reactants Br[C:2]1[CH:14]=[CH:13][C:5]([CH2:6][N:7]([CH3:12])[CH2:8][CH2:9][O:10][CH3:11])=[CH:4][CH:3]=1.[NH2:15][C:16]([NH:18][C:19]1[S:20][C:21](Br)=[CH:22][C:23]=1[C:24]([NH2:26])=[O:25])=[O:17], predict the reaction product. The product is: [NH2:15][C:16]([NH:18][C:19]1[S:20][C:21]([C:2]2[CH:14]=[CH:13][C:5]([CH2:6][N:7]([CH3:12])[CH2:8][CH2:9][O:10][CH3:11])=[CH:4][CH:3]=2)=[CH:22][C:23]=1[C:24]([NH2:26])=[O:25])=[O:17]. (6) Given the reactants [NH2:1][C:2]1[N:7]=[CH:6][C:5]([C:8]([N:10]=[S:11]([CH2:14][CH2:15][CH2:16][CH2:17][C:18]([O:20][CH3:21])=[O:19])([CH3:13])=[O:12])=[O:9])=[CH:4][C:3]=1[C:22]#[C:23][C:24]1[CH:29]=[CH:28][CH:27]=[C:26]([NH2:30])[CH:25]=1.[F:31][C:32]1[CH:40]=[CH:39][C:38]([C:41]([F:44])([F:43])[F:42])=[CH:37][C:33]=1[C:34](O)=[O:35], predict the reaction product. The product is: [NH2:1][C:2]1[N:7]=[CH:6][C:5]([C:8]([N:10]=[S:11]([CH2:14][CH2:15][CH2:16][CH2:17][C:18]([O:20][CH3:21])=[O:19])([CH3:13])=[O:12])=[O:9])=[CH:4][C:3]=1[C:22]#[C:23][C:24]1[CH:29]=[CH:28][CH:27]=[C:26]([NH:30][C:34](=[O:35])[C:33]2[CH:37]=[C:38]([C:41]([F:42])([F:43])[F:44])[CH:39]=[CH:40][C:32]=2[F:31])[CH:25]=1.